This data is from Merck oncology drug combination screen with 23,052 pairs across 39 cell lines. The task is: Regression. Given two drug SMILES strings and cell line genomic features, predict the synergy score measuring deviation from expected non-interaction effect. (1) Drug 1: COC12C(COC(N)=O)C3=C(C(=O)C(C)=C(N)C3=O)N1CC1NC12. Drug 2: Cn1cc(-c2cnn3c(N)c(Br)c(C4CCCNC4)nc23)cn1. Cell line: PA1. Synergy scores: synergy=21.4. (2) Drug 1: Cc1nc(Nc2ncc(C(=O)Nc3c(C)cccc3Cl)s2)cc(N2CCN(CCO)CC2)n1. Drug 2: NC1CCCCC1N.O=C(O)C(=O)O.[Pt+2]. Cell line: MSTO. Synergy scores: synergy=43.9. (3) Drug 1: O=S1(=O)NC2(CN1CC(F)(F)F)C1CCC2Cc2cc(C=CCN3CCC(C(F)(F)F)CC3)ccc2C1. Drug 2: O=C(NOCC(O)CO)c1ccc(F)c(F)c1Nc1ccc(I)cc1F. Cell line: MDAMB436. Synergy scores: synergy=9.52. (4) Cell line: HT144. Synergy scores: synergy=-11.2. Drug 1: COC12C(COC(N)=O)C3=C(C(=O)C(C)=C(N)C3=O)N1CC1NC12. Drug 2: CC(C)CC(NC(=O)C(Cc1ccccc1)NC(=O)c1cnccn1)B(O)O.